The task is: Predict which catalyst facilitates the given reaction.. This data is from Catalyst prediction with 721,799 reactions and 888 catalyst types from USPTO. The catalyst class is: 4. Reactant: C(OC([N:8]1[CH2:13][CH2:12][CH:11]([C:14]2[N:19]=[CH:18][C:17]([NH:20][C:21]([C:23]3[CH:24]=[N:25][N:26]([C:29]4[CH:34]=[CH:33][C:32]([C:35]([F:38])([F:37])[F:36])=[CH:31][N:30]=4)[C:27]=3[CH3:28])=[O:22])=[CH:16][C:15]=2[CH3:39])[CH2:10][CH2:9]1)=O)(C)(C)C.FC(F)(F)C(O)=O.[OH-].[Na+]. Product: [CH3:28][C:27]1[N:26]([C:29]2[CH:34]=[CH:33][C:32]([C:35]([F:37])([F:38])[F:36])=[CH:31][N:30]=2)[N:25]=[CH:24][C:23]=1[C:21]([NH:20][C:17]1[CH:18]=[N:19][C:14]([CH:11]2[CH2:10][CH2:9][NH:8][CH2:13][CH2:12]2)=[C:15]([CH3:39])[CH:16]=1)=[O:22].